Dataset: Forward reaction prediction with 1.9M reactions from USPTO patents (1976-2016). Task: Predict the product of the given reaction. (1) The product is: [Cl:31][C:32]1[CH:37]=[CH:36][CH:35]=[CH:34][C:33]=1[NH:38][C:39](=[O:59])[NH:40][C:41]1[CH:42]=[CH:43][C:44]([C:47]2[S:51][C:50]([CH2:52][CH2:53][CH2:54][C:55]([OH:57])=[O:56])=[N:49][N:48]=2)=[CH:45][CH:46]=1. Given the reactants FC(F)(F)C1C=C(NC(=O)NC2C=CC(C3SC(CCC(O)=O)=NC=3)=CC=2)C=CC=1.[Cl:31][C:32]1[CH:37]=[CH:36][CH:35]=[CH:34][C:33]=1[NH:38][C:39](=[O:59])[NH:40][C:41]1[CH:46]=[CH:45][C:44]([C:47]2[S:51][C:50]([CH2:52][CH2:53][CH2:54][C:55]([O:57]C)=[O:56])=[N:49][N:48]=2)=[CH:43][CH:42]=1, predict the reaction product. (2) Given the reactants Br[C:2]1[C:10]2[NH:9][C:8]3[CH:11]4[CH2:17][CH2:16][N:14]([CH2:15][C:7]=3[C:6]=2[CH:5]=[CH:4][CH:3]=1)[CH2:13][CH2:12]4.[CH:18]([C:20]1[CH:21]=[N:22][CH:23]=[N:24][CH:25]=1)=[CH2:19].S([O-])([O-])(=O)=O.[Mg+2], predict the reaction product. The product is: [N:22]1[CH:21]=[C:20](/[CH:18]=[CH:19]/[C:2]2[C:10]3[NH:9][C:8]4[CH:11]5[CH2:17][CH2:16][N:14]([CH2:15][C:7]=4[C:6]=3[CH:5]=[CH:4][CH:3]=2)[CH2:13][CH2:12]5)[CH:25]=[N:24][CH:23]=1. (3) Given the reactants [NH:1]1[C:10]2[C:5](=[CH:6][CH:7]=[CH:8][CH:9]=2)[CH2:4][CH2:3][C:2]1=[O:11].[Br:12]N1C(=O)CCC1=O.O.CCOCC, predict the reaction product. The product is: [Br:12][C:7]1[CH:6]=[C:5]2[C:10](=[CH:9][CH:8]=1)[NH:1][C:2](=[O:11])[CH2:3][CH2:4]2. (4) Given the reactants [C:1]([C:5]1[CH:6]=[C:7]([C@H:11]([NH:26][CH3:27])[CH2:12][N:13]2[CH2:17][CH2:16][C@H:15]([O:18][Si](C(C)(C)C)(C)C)[CH2:14]2)[CH:8]=[CH:9][CH:10]=1)#[C:2][CH2:3][CH3:4].Cl.C([O-])(O)=O.[Na+], predict the reaction product. The product is: [C:1]([C:5]1[CH:6]=[C:7]([C@H:11]([NH:26][CH3:27])[CH2:12][N:13]2[CH2:17][CH2:16][C@H:15]([OH:18])[CH2:14]2)[CH:8]=[CH:9][CH:10]=1)#[C:2][CH2:3][CH3:4]. (5) Given the reactants C[O:2][C:3](=[O:15])[CH:4]([C:6]1[CH:11]=[CH:10][C:9]2[O:12][CH2:13][O:14][C:8]=2[CH:7]=1)O.[CH:16]1([SH:21])[CH2:20][CH2:19][CH2:18][CH2:17]1.[NH2:22][C:23]1[S:24][CH:25]=[CH:26][N:27]=1, predict the reaction product. The product is: [CH:16]1([S:21][CH:4]([C:6]2[CH:11]=[CH:10][C:9]3[O:12][CH2:13][O:14][C:8]=3[CH:7]=2)[C:3]([OH:2])=[O:15])[CH2:20][CH2:19][CH2:18][CH2:17]1.[CH:16]1([S:21][CH:4]([C:6]2[CH:11]=[CH:10][C:9]3[O:12][CH2:13][O:14][C:8]=3[CH:7]=2)[C:3]([NH:22][C:23]2[S:24][CH:25]=[CH:26][N:27]=2)=[O:15])[CH2:20][CH2:19][CH2:18][CH2:17]1. (6) Given the reactants [OH:1][CH:2]([C:10]1[CH:19]=[CH:18][C:13]2[C:14](=[O:17])[O:15][CH2:16][C:12]=2[C:11]=1[CH3:20])[CH2:3][N:4]1[CH2:9][CH2:8][NH:7][CH2:6][CH2:5]1.[CH3:21][C:22]1[C:23]([CH:32]2[CH2:34][O:33]2)=[CH:24][C:25]([O:30][CH3:31])=[C:26]([CH:29]=1)[C:27]#[N:28], predict the reaction product. The product is: [OH:33][CH:32]([C:23]1[C:22]([CH3:21])=[CH:29][C:26]([C:27]#[N:28])=[C:25]([O:30][CH3:31])[CH:24]=1)[CH2:34][N:7]1[CH2:8][CH2:9][N:4]([CH2:3][CH:2]([OH:1])[C:10]2[CH:19]=[CH:18][C:13]3[C:14](=[O:17])[O:15][CH2:16][C:12]=3[C:11]=2[CH3:20])[CH2:5][CH2:6]1. (7) Given the reactants CN(C)C(=O)C.Br[C:8]1[CH:20]=[CH:19][C:11]([C:12]([O:14][C:15]([CH3:18])([CH3:17])[CH3:16])=[O:13])=[C:10]([N+:21]([O-:23])=[O:22])[CH:9]=1.[CH:24]([C:26]1[CH:35]=[CH:34][C:29]2[O:30][CH2:31][CH2:32][O:33][C:28]=2[CH:27]=1)=[CH2:25].C1(CNCC2CCCCC2)CCCCC1, predict the reaction product. The product is: [O:30]1[C:29]2[CH:34]=[CH:35][C:26](/[CH:24]=[CH:25]/[C:8]3[CH:20]=[CH:19][C:11]([C:12]([O:14][C:15]([CH3:18])([CH3:17])[CH3:16])=[O:13])=[C:10]([N+:21]([O-:23])=[O:22])[CH:9]=3)=[CH:27][C:28]=2[O:33][CH2:32][CH2:31]1. (8) Given the reactants [Br:1][C:2]1[CH:7]=[CH:6][C:5]([CH2:8][CH:9]([OH:12])[CH2:10][OH:11])=[CH:4][CH:3]=1.[C:13]1(C)[CH:18]=CC(S(O)(=O)=O)=C[CH:14]=1, predict the reaction product. The product is: [Br:1][C:2]1[CH:3]=[CH:4][C:5]([CH2:8][CH:9]2[CH2:10][O:11][C:13]([CH3:18])([CH3:14])[O:12]2)=[CH:6][CH:7]=1. (9) Given the reactants [CH:1]1([S:4][CH2:5][CH2:6][CH2:7][OH:8])[CH2:3][CH2:2]1.C(Br)(Br)(Br)[Br:10].[C:14]1([P:20]([C:27]2[CH:32]=[CH:31][CH:30]=[CH:29][CH:28]=2)[C:21]2[CH:26]=[CH:25][CH:24]=[CH:23][CH:22]=2)[CH:19]=[CH:18][CH:17]=[CH:16][CH:15]=1.ClCCl, predict the reaction product. The product is: [Br:10][CH2:7][CH2:6][CH2:5][S:4][CH:1]1[CH2:3][CH2:2]1.[CH:30]1[CH:31]=[CH:32][C:27]([P:20]([C:14]2[CH:15]=[CH:16][CH:17]=[CH:18][CH:19]=2)([C:21]2[CH:26]=[CH:25][CH:24]=[CH:23][CH:22]=2)=[O:8])=[CH:28][CH:29]=1. (10) Given the reactants [Cl:1][C:2]1[N:3]=[N:4][C:5](Cl)=[CH:6][CH:7]=1.C1(N2CCOB([C:23]3[CH:28]=[CH:27][CH:26]=[CH:25][N:24]=3)OCC2)C=CC=CC=1.[O-]P([O-])([O-])=O.[K+].[K+].[K+].CN(C=O)C, predict the reaction product. The product is: [Cl:1][C:2]1[N:3]=[N:4][C:5]([C:23]2[CH:28]=[CH:27][CH:26]=[CH:25][N:24]=2)=[CH:6][CH:7]=1.